This data is from Full USPTO retrosynthesis dataset with 1.9M reactions from patents (1976-2016). The task is: Predict the reactants needed to synthesize the given product. Given the product [CH3:13][C:11]1[CH:10]=[C:9]([NH:14][C:15]2[N:20]=[C:19]([C:21]([F:24])([F:23])[F:22])[CH:18]=[CH:17][N:16]=2)[CH:8]=[C:7]([C:4]2[S:3][C:2]([C:33]3[CH:34]=[N:35][NH:36][CH:37]=3)=[N:6][CH:5]=2)[CH:12]=1, predict the reactants needed to synthesize it. The reactants are: Br[C:2]1[S:3][C:4]([C:7]2[CH:8]=[C:9]([NH:14][C:15]3[N:20]=[C:19]([C:21]([F:24])([F:23])[F:22])[CH:18]=[CH:17][N:16]=3)[CH:10]=[C:11]([CH3:13])[CH:12]=2)=[CH:5][N:6]=1.CC1(C)C(C)(C)OB([C:33]2[CH:34]=[N:35][NH:36][CH:37]=2)O1.C([O-])([O-])=O.[Na+].[Na+].